The task is: Predict the reactants needed to synthesize the given product.. This data is from Full USPTO retrosynthesis dataset with 1.9M reactions from patents (1976-2016). Given the product [CH2:32]([C@H:34]1[C@H:35]([C:39]2[NH:40][C:41](=[O:54])[C:42]3[CH:47]=[N:46][N:45]([CH:48]4[CH2:49][CH2:50][O:51][CH2:52][CH2:53]4)[C:43]=3[N:44]=2)[CH2:36][N:37]([CH2:59][C:61]2[CH:62]=[C:63]([CH:66]=[CH:67][CH:68]=2)[C:64]#[N:65])[CH2:38]1)[CH3:33], predict the reactants needed to synthesize it. The reactants are: C[C@@H]1CN(CC2C=NC(C)=NC=2)C[C@H]1C1NC(=O)C2C=NN(C3CCOCC3)C=2N=1.Cl.[CH2:32]([C@@H:34]1[CH2:38][NH:37][CH2:36][C@H:35]1[C:39]1[NH:40][C:41](=[O:54])[C:42]2[CH:47]=[N:46][N:45]([CH:48]3[CH2:53][CH2:52][O:51][CH2:50][CH2:49]3)[C:43]=2[N:44]=1)[CH3:33].C([BH3-])#N.[Na+].[CH:59]([C:61]1[CH:62]=[C:63]([CH:66]=[CH:67][CH:68]=1)[C:64]#[N:65])=O.